This data is from Forward reaction prediction with 1.9M reactions from USPTO patents (1976-2016). The task is: Predict the product of the given reaction. (1) Given the reactants Cl.[O:2]=[C:3]1[NH:9][C:8]2[CH:10]=[C:11]([C:14]([O:16][CH3:17])=[O:15])[CH:12]=[CH:13][C:7]=2[CH2:6][NH:5][CH2:4]1.C([O-])([O-])=O.[K+].[K+].Br[CH2:25][CH2:26][C:27]1[CH:32]=[CH:31][C:30]([O:33][CH3:34])=[CH:29][CH:28]=1, predict the reaction product. The product is: [CH3:34][O:33][C:30]1[CH:31]=[CH:32][C:27]([CH2:26][CH2:25][N:5]2[CH2:6][C:7]3[CH:13]=[CH:12][C:11]([C:14]([O:16][CH3:17])=[O:15])=[CH:10][C:8]=3[NH:9][C:3](=[O:2])[CH2:4]2)=[CH:28][CH:29]=1. (2) Given the reactants [O:1]1[C:5]([C:6]2[CH:11]=[CH:10][CH:9]=[CH:8][N:7]=2)=[CH:4][N:3]=[CH:2]1.[Li]CCCC.[C:17](Cl)(=[O:20])[CH2:18][CH3:19], predict the reaction product. The product is: [N:7]1[CH:8]=[CH:9][CH:10]=[CH:11][C:6]=1[C:5]1[O:1][C:2]([C:17](=[O:20])[CH2:18][CH3:19])=[N:3][CH:4]=1. (3) Given the reactants [C:1]1([CH2:7][CH2:8][CH2:9][CH2:10][CH2:11][C:12]([OH:14])=O)[CH:6]=[CH:5][CH:4]=[CH:3][CH:2]=1.C1N=CN(C(N2C=NC=C2)=O)C=1.[N+:27]([CH2:30][CH3:31])([O-:29])=[O:28].C1CCN2C(=NCCC2)CC1, predict the reaction product. The product is: [N+:27]([CH:30]([C:12](=[O:14])[CH2:11][CH2:10][CH2:9][CH2:8][CH2:7][C:1]1[CH:2]=[CH:3][CH:4]=[CH:5][CH:6]=1)[CH3:31])([O-:29])=[O:28]. (4) Given the reactants [C:1]([O:5][C:6]([N:8]1[CH2:13][CH2:12][N:11]2[C:14]([CH2:18][CH3:19])=[N:15][C:16](I)=[C:10]2[CH:9]1[CH2:20][CH2:21][C:22]1[CH:27]=[C:26]([F:28])[C:25]([Cl:29])=[C:24]([F:30])[CH:23]=1)=[O:7])([CH3:4])([CH3:3])[CH3:2].C([Mg]Br)C.II, predict the reaction product. The product is: [C:1]([O:5][C:6]([N:8]1[CH2:13][CH2:12][N:11]2[C:14]([CH2:18][CH3:19])=[N:15][CH:16]=[C:10]2[CH:9]1[CH2:20][CH2:21][C:22]1[CH:23]=[C:24]([F:30])[C:25]([Cl:29])=[C:26]([F:28])[CH:27]=1)=[O:7])([CH3:2])([CH3:3])[CH3:4]. (5) Given the reactants [C:1]([O:4][CH:5]([CH2:19][CH2:20][S:21][CH3:22])[C:6]([NH:8][CH2:9][CH2:10][CH2:11][CH2:12][CH2:13][CH2:14][CH2:15][CH2:16][CH2:17][CH3:18])=[O:7])(=[O:3])[CH3:2].[OH:23]O, predict the reaction product. The product is: [C:1]([O:4][CH:5]([CH2:19][CH2:20][S:21]([CH3:22])=[O:23])[C:6]([NH:8][CH2:9][CH2:10][CH2:11][CH2:12][CH2:13][CH2:14][CH2:15][CH2:16][CH2:17][CH3:18])=[O:7])(=[O:3])[CH3:2].